This data is from Full USPTO retrosynthesis dataset with 1.9M reactions from patents (1976-2016). The task is: Predict the reactants needed to synthesize the given product. (1) Given the product [N+:24]([C:19]1[CH:20]=[N:21][CH:22]=[CH:23][C:18]=1[C:9]1[CH2:14][CH2:13][CH2:12][C:11](=[O:15])[CH:10]=1)([O-:26])=[O:25], predict the reactants needed to synthesize it. The reactants are: CC1(C)C(C)(C)OB([C:9]2[CH2:14][CH2:13][CH2:12][C:11](=[O:15])[CH:10]=2)O1.Cl[C:18]1[CH:23]=[CH:22][N:21]=[CH:20][C:19]=1[N+:24]([O-:26])=[O:25].C([O-])([O-])=O.[Na+].[Na+]. (2) Given the product [NH2:20][C:19]1[CH:18]=[CH:17][C:4]([O:5][CH2:6][C@@H:7]([NH:9][C:10](=[O:16])[O:11][C:12]([CH3:15])([CH3:13])[CH3:14])[CH3:8])=[CH:3][C:2]=1[F:1], predict the reactants needed to synthesize it. The reactants are: [F:1][C:2]1[CH:3]=[C:4]([CH:17]=[CH:18][C:19]=1[N+:20]([O-])=O)[O:5][CH2:6][C@@H:7]([NH:9][C:10](=[O:16])[O:11][C:12]([CH3:15])([CH3:14])[CH3:13])[CH3:8]. (3) Given the product [Cl:1][C:2]1[C:11]2[C:6](=[CH:7][C:8]([Cl:12])=[CH:9][CH:10]=2)[N:5]=[C:4]([C:18]#[N:19])[CH:3]=1, predict the reactants needed to synthesize it. The reactants are: [Cl:1][C:2]1[C:11]2[C:6](=[CH:7][C:8]([Cl:12])=[CH:9][CH:10]=2)[N+:5]([O-])=[CH:4][CH:3]=1.C[Si]([C:18]#[N:19])(C)C.CN(C)C(Cl)=O. (4) Given the product [CH3:10][N:9]([CH2:8][C:4]1[CH:3]=[C:2]([B:17]([OH:21])[OH:18])[CH:7]=[N:6][CH:5]=1)[CH3:11], predict the reactants needed to synthesize it. The reactants are: Br[C:2]1[CH:3]=[C:4]([CH2:8][N:9]([CH3:11])[CH3:10])[CH:5]=[N:6][CH:7]=1.CC([O-])=O.[K+].[B:17]1(B2OC(C)(C)C(C)(C)O2)[O:21]C(C)(C)C(C)(C)[O:18]1.CCOC(C)=O. (5) Given the product [NH2:34][C@@H:33]([CH2:32][C:31]1[CH:48]=[CH:49][CH:50]=[C:29]([Cl:28])[CH:30]=1)[CH2:35][N:18]([C:6]1[S:7][C:8]([C:9]2[S:10][C:11]3[CH:12]=[N:13][CH:14]=[CH:15][C:16]=3[N:17]=2)=[C:4]([CH2:3][O:2][CH3:1])[N:5]=1)[C:19](=[O:21])[CH3:20], predict the reactants needed to synthesize it. The reactants are: [CH3:1][O:2][CH2:3][C:4]1[N:5]=[C:6]([NH:18][C:19](=[O:21])[CH3:20])[S:7][C:8]=1[C:9]1[S:10][C:11]2[CH:12]=[N:13][CH:14]=[CH:15][C:16]=2[N:17]=1.C([O-])([O-])=O.[Cs+].[Cs+].[Cl:28][C:29]1[CH:30]=[C:31]([CH:48]=[CH:49][CH:50]=1)[CH2:32][CH:33]1[CH2:35][N@@:34]1S(C1C=CC([N+]([O-])=O)=CC=1)(=O)=O.C([O-])([O-])=O.[K+].[K+].SCCO. (6) Given the product [NH:9]1[C:10]2[CH:16]=[CH:15][CH:14]=[CH:13][C:11]=2[N:12]=[C:8]1[C:5]1[CH:4]=[CH:3][C:2]([NH:30][CH:27]2[CH2:28][CH2:29][N:24]([CH2:23][C:22]3[CH:31]=[CH:32][C:33]([O:34][CH3:35])=[C:20]([O:19][CH2:17][CH3:18])[CH:21]=3)[CH2:25][CH2:26]2)=[N:7][CH:6]=1, predict the reactants needed to synthesize it. The reactants are: Cl[C:2]1[N:7]=[CH:6][C:5]([C:8]2[NH:12][C:11]3[CH:13]=[CH:14][CH:15]=[CH:16][C:10]=3[N:9]=2)=[CH:4][CH:3]=1.[CH2:17]([O:19][C:20]1[CH:21]=[C:22]([CH:31]=[CH:32][C:33]=1[O:34][CH3:35])[CH2:23][N:24]1[CH2:29][CH2:28][CH:27]([NH2:30])[CH2:26][CH2:25]1)[CH3:18].